From a dataset of Forward reaction prediction with 1.9M reactions from USPTO patents (1976-2016). Predict the product of the given reaction. (1) Given the reactants [Si:1]([O:8][C@@H:9]([C:25]1[CH:30]=[CH:29][CH:28]=[CH:27][C:26]=1[C:31]1[CH:36]=[CH:35][C:34]([Cl:37])=[CH:33][CH:32]=1)[CH:10]1[CH2:15][CH2:14][N:13]([C:16]2[CH:24]=[CH:23][C:19]([C:20](O)=[O:21])=[CH:18][CH:17]=2)[CH2:12][CH2:11]1)([C:4]([CH3:7])([CH3:6])[CH3:5])([CH3:3])[CH3:2].[Si:38]([O:55][CH2:56][C@H:57]1[N:62]([CH2:63][CH2:64][C@@H:65]([NH:74][C:75]2[CH:80]=[CH:79][C:78]([S:81]([NH2:84])(=[O:83])=[O:82])=[CH:77][C:76]=2[S:85]([C:88]([F:91])([F:90])[F:89])(=[O:87])=[O:86])[CH2:66][S:67][C:68]2[CH:73]=[CH:72][CH:71]=[CH:70][CH:69]=2)[CH2:61][CH2:60][O:59][CH2:58]1)([C:51]([CH3:54])([CH3:53])[CH3:52])([C:45]1[CH:50]=[CH:49][CH:48]=[CH:47][CH:46]=1)[C:39]1[CH:44]=[CH:43][CH:42]=[CH:41][CH:40]=1.C(Cl)CCl, predict the reaction product. The product is: [Si:1]([O:8][C@@H:9]([C:25]1[CH:30]=[CH:29][CH:28]=[CH:27][C:26]=1[C:31]1[CH:36]=[CH:35][C:34]([Cl:37])=[CH:33][CH:32]=1)[CH:10]1[CH2:15][CH2:14][N:13]([C:16]2[CH:24]=[CH:23][C:19]([C:20]([NH:84][S:81]([C:78]3[CH:79]=[CH:80][C:75]([NH:74][C@H:65]([CH2:64][CH2:63][N:62]4[CH2:61][CH2:60][O:59][CH2:58][C@H:57]4[CH2:56][O:55][Si:38]([C:51]([CH3:52])([CH3:53])[CH3:54])([C:45]4[CH:46]=[CH:47][CH:48]=[CH:49][CH:50]=4)[C:39]4[CH:44]=[CH:43][CH:42]=[CH:41][CH:40]=4)[CH2:66][S:67][C:68]4[CH:73]=[CH:72][CH:71]=[CH:70][CH:69]=4)=[C:76]([S:85]([C:88]([F:89])([F:90])[F:91])(=[O:86])=[O:87])[CH:77]=3)(=[O:83])=[O:82])=[O:21])=[CH:18][CH:17]=2)[CH2:12][CH2:11]1)([C:4]([CH3:7])([CH3:6])[CH3:5])([CH3:3])[CH3:2]. (2) Given the reactants [CH2:1]([C:3]1[CH:12]=[C:11]([F:13])[C:10]2[C:9](=[O:14])[NH:8][C@@H:7]3[CH2:15][N:16](C(OC(C)(C)C)=O)[CH2:17][C@H:6]3[C:5]=2[CH:4]=1)[CH3:2].[ClH:25], predict the reaction product. The product is: [ClH:25].[CH2:1]([C:3]1[CH:12]=[C:11]([F:13])[C:10]2[C:9](=[O:14])[NH:8][C@@H:7]3[CH2:15][NH:16][CH2:17][C@H:6]3[C:5]=2[CH:4]=1)[CH3:2]. (3) Given the reactants [CH2:1]([C:4]1[C:12]2[O:11][N:10]=[C:9]([C:13]([F:16])([F:15])[F:14])[C:8]=2[CH:7]=[CH:6][C:5]=1[O:17][CH2:18][CH2:19][CH2:20][NH:21][CH2:22][CH3:23])[CH2:2][CH3:3].[CH2:24]([N:26]=[C:27]=[O:28])[CH3:25], predict the reaction product. The product is: [CH2:24]([NH:26][C:27](=[O:28])[N:21]([CH2:22][CH3:23])[CH2:20][CH2:19][CH2:18][O:17][C:5]1[CH:6]=[CH:7][C:8]2[C:9]([C:13]([F:15])([F:14])[F:16])=[N:10][O:11][C:12]=2[C:4]=1[CH2:1][CH2:2][CH3:3])[CH3:25].